Dataset: Reaction yield outcomes from USPTO patents with 853,638 reactions. Task: Predict the reaction yield, written as a fraction of the theoretical maximum amount of product (1.0 means a 100% yield; for example, 0.34 means a 34% yield). The reactants are [N:1]1[CH:6]=[CH:5][C:4](B(O)O)=[CH:3][CH:2]=1.Br[C:11]1[CH:12]=[CH:13][C:14]([F:21])=[C:15]([C:17]([F:20])([F:19])[F:18])[CH:16]=1.C(=O)([O-])[O-].[Na+].[Na+]. The catalyst is C(O)CC.O.C([O-])(=O)C.[Pd+2].C([O-])(=O)C.C1(P(C2C=CC=CC=2)C2C=CC=CC=2)C=CC=CC=1. The product is [F:21][C:14]1[CH:13]=[CH:12][C:11]([C:4]2[CH:5]=[CH:6][N:1]=[CH:2][CH:3]=2)=[CH:16][C:15]=1[C:17]([F:18])([F:19])[F:20]. The yield is 0.540.